Dataset: Catalyst prediction with 721,799 reactions and 888 catalyst types from USPTO. Task: Predict which catalyst facilitates the given reaction. Reactant: [O:1]=[C:2]1[C:6]2[CH:7]=[CH:8][CH:9]=[C:10]([O:11][CH2:12][C:13]([O:15][CH2:16][CH3:17])=[O:14])[C:5]=2[O:4][CH2:3]1.[BrH:18].[NH+]1C=CC=CC=1.O. Product: [Br:18][CH:3]1[C:2](=[O:1])[C:6]2[CH:7]=[CH:8][CH:9]=[C:10]([O:11][CH2:12][C:13]([O:15][CH2:16][CH3:17])=[O:14])[C:5]=2[O:4]1. The catalyst class is: 22.